This data is from Forward reaction prediction with 1.9M reactions from USPTO patents (1976-2016). The task is: Predict the product of the given reaction. (1) Given the reactants [OH:1][CH:2]1[C:11]2[C:6](=[CH:7][CH:8]=[CH:9][CH:10]=2)[NH:5][C:4](=[O:12])[C:3]1([CH3:14])[CH3:13], predict the reaction product. The product is: [CH3:13][C:3]1([CH3:14])[C:2](=[O:1])[C:11]2[C:6](=[CH:7][CH:8]=[CH:9][CH:10]=2)[NH:5][C:4]1=[O:12]. (2) Given the reactants [F:1][C:2]1[CH:7]=[C:6]([O:8][CH2:9][CH:10]2[CH2:15][CH2:14][N:13]([CH2:16][C:17](O)([CH3:19])[CH3:18])[CH2:12][CH2:11]2)[CH:5]=[CH:4][C:3]=1[C:21]1[N:22]=[CH:23][C:24]([C:27]([O:29][CH3:30])=[O:28])=[N:25][CH:26]=1.CCN(S(F)(F)[F:37])CC.C([O-])(O)=O.[Na+], predict the reaction product. The product is: [F:1][C:2]1[CH:7]=[C:6]([O:8][CH2:9][CH:10]2[CH2:15][CH2:14][N:13]([CH2:16][C:17]([F:37])([CH3:19])[CH3:18])[CH2:12][CH2:11]2)[CH:5]=[CH:4][C:3]=1[C:21]1[N:22]=[CH:23][C:24]([C:27]([O:29][CH3:30])=[O:28])=[N:25][CH:26]=1. (3) Given the reactants [OH2:1].Cl.O[NH2:4].C(=O)([O-])[O-].[Na+].[Na+].[O:11]1[C:15]2([CH2:20][CH2:19][CH2:18][CH2:17][CH2:16]2)[O:14][CH2:13][C@@H:12]1[CH:21]=O, predict the reaction product. The product is: [O:11]1[C:15]2([CH2:20][CH2:19][CH2:18][CH2:17][CH2:16]2)[O:14][CH2:13][C@@H:12]1[CH:21]=[N:4][OH:1]. (4) Given the reactants [Cl:1][C:2]1[CH:3]=[C:4]([C:8]2[N:13]=[C:12]([C:14]([OH:16])=O)[CH:11]=[CH:10][CH:9]=2)[CH:5]=[CH:6][CH:7]=1.[NH2:17][C:18]([CH2:26][CH3:27])([CH2:24][CH3:25])[C:19]([N:21]([CH3:23])[CH3:22])=[O:20], predict the reaction product. The product is: [CH3:23][N:21]([CH3:22])[C:19]([C:18]([NH:17][C:14]([C:12]1[CH:11]=[CH:10][CH:9]=[C:8]([C:4]2[CH:5]=[CH:6][CH:7]=[C:2]([Cl:1])[CH:3]=2)[N:13]=1)=[O:16])([CH2:24][CH3:25])[CH2:26][CH3:27])=[O:20]. (5) Given the reactants CN(C)/[C:3](/[C:11]1[CH:16]=[CH:15][CH:14]=[CH:13][C:12]=1[O:17][CH2:18][C:19]1[CH:24]=[CH:23][C:22]([O:25][CH3:26])=[CH:21][CH:20]=1)=[CH:4]\[CH:5]=[C:6]([C:9]#[N:10])C#N.[NH3:28].O.[CH3:30]O, predict the reaction product. The product is: [CH3:26][O:25][C:22]1[CH:21]=[CH:20][C:19]([CH2:18][O:17][C:12]2[CH:13]=[CH:14][CH:15]=[CH:16][C:11]=2[C:3]2[N:10]=[CH:9][CH:6]=[CH:5][C:4]=2[C:30]#[N:28])=[CH:24][CH:23]=1. (6) Given the reactants [CH3:1][C:2]([NH2:11])([CH2:4][C:5]1[CH:6]=[CH:7][CH:8]=[CH:9][CH:10]=1)[CH3:3].Cl.C(O)[C@H]1O[C@H](O[C@]2(CO)O[C@H](CO)[C@@H](O)[C@@H]2O)[C@H](O)[C@@H](O)[C@@H]1O, predict the reaction product. The product is: [CH3:3][C:2]([NH2:11])([CH2:4][C:5]1[CH:6]=[CH:7][CH:8]=[CH:9][CH:10]=1)[CH3:1]. (7) The product is: [N:32]([CH2:16][C:15]1[N:11]([C:8]2[CH:9]=[CH:10][C:5]([S:2]([CH3:1])(=[O:4])=[O:3])=[CH:6][CH:7]=2)[N:12]=[CH:13][CH:14]=1)=[N+:33]=[N-:34]. Given the reactants [CH3:1][S:2]([C:5]1[CH:10]=[CH:9][C:8]([N:11]2[C:15]([CH2:16]O)=[CH:14][CH:13]=[N:12]2)=[CH:7][CH:6]=1)(=[O:4])=[O:3].C1(P([N:32]=[N+:33]=[N-:34])(C2C=CC=CC=2)=O)C=CC=CC=1.N12CCCN=C1CCCCC2, predict the reaction product.